From a dataset of Full USPTO retrosynthesis dataset with 1.9M reactions from patents (1976-2016). Predict the reactants needed to synthesize the given product. (1) Given the product [F:1][C:2]1[CH:3]=[C:4]([C:9]2[CH:14]=[CH:13][C:12]([C:15]([NH:17][C@@H:18]([CH2:19][C:20]([O:22][CH2:23][CH3:24])=[O:21])[C:25]([OH:27])=[O:26])=[O:16])=[C:11]([NH:35][C:36]([NH:38][C:39]3[C:44]([CH3:45])=[CH:43][C:42]([CH3:46])=[CH:41][C:40]=3[CH3:47])=[O:37])[CH:10]=2)[CH:5]=[CH:6][C:7]=1[F:8], predict the reactants needed to synthesize it. The reactants are: [F:1][C:2]1[CH:3]=[C:4]([C:9]2[CH:14]=[CH:13][C:12]([C:15]([NH:17][C@H:18]([C:25]([O:27]CC3C=CC=CC=3)=[O:26])[CH2:19][C:20]([O:22][CH2:23][CH3:24])=[O:21])=[O:16])=[C:11]([NH:35][C:36]([NH:38][C:39]3[C:44]([CH3:45])=[CH:43][C:42]([CH3:46])=[CH:41][C:40]=3[CH3:47])=[O:37])[CH:10]=2)[CH:5]=[CH:6][C:7]=1[F:8].[H][H]. (2) Given the product [F:21][C:2]1[CH:11]=[CH:10][CH:9]=[C:8]2[C:3]=1[CH:4]=[CH:5][CH:6]=[C:7]2[O:12][CH3:13], predict the reactants needed to synthesize it. The reactants are: N[C:2]1[CH:11]=[CH:10][CH:9]=[C:8]2[C:3]=1[CH:4]=[CH:5][CH:6]=[C:7]2[O:12][CH3:13].C1COCC1.[H+].[B-](F)(F)(F)[F:21].N([O-])=O.[Na+]. (3) Given the product [CH3:1][CH:2]([CH3:6])[CH2:3][CH2:4][N:25]([CH2:11][CH2:12][CH:8]([CH3:7])[CH3:53])[C@@H:26]1[CH2:31][CH2:30][C@@H:29]([CH:32]([C:38]([O:40][CH2:41][CH3:42])=[O:39])[C:33]([O:35][CH2:36][CH3:37])=[O:34])[CH2:28][C@H:27]1[C:43]1[CH:44]=[CH:45][C:46]([C:49]([F:50])([F:51])[F:52])=[CH:47][CH:48]=1, predict the reactants needed to synthesize it. The reactants are: [CH3:1][CH:2]([CH3:6])[CH2:3][CH:4]=O.[CH3:7][C:8](O)=O.[C:11](O[BH-](OC(=O)C)OC(=O)C)(=O)[CH3:12].[Na+].[NH2:25][C@@H:26]1[CH2:31][CH2:30][C@@H:29]([CH:32]([C:38]([O:40][CH2:41][CH3:42])=[O:39])[C:33]([O:35][CH2:36][CH3:37])=[O:34])[CH2:28][C@H:27]1[C:43]1[CH:48]=[CH:47][C:46]([C:49]([F:52])([F:51])[F:50])=[CH:45][CH:44]=1.[C:53]([O-])(O)=O.[Na+]. (4) Given the product [C:20]([O:18][CH2:17][CH2:16][C:11]1([CH3:15])[S:10][C:9]([NH:8][CH:2]2[CH2:3][CH:4]3[CH2:7][CH:1]2[CH2:6][CH2:5]3)=[N:13][C:12]1=[O:14])(=[O:27])[C:21]1[CH:26]=[CH:25][N:24]=[CH:23][CH:22]=1, predict the reactants needed to synthesize it. The reactants are: [CH:1]12[CH2:7][CH:4]([CH2:5][CH2:6]1)[CH2:3][CH:2]2[NH:8][C:9]1[S:10][C:11]([CH2:16][CH2:17][OH:18])([CH3:15])[C:12](=[O:14])[N:13]=1.Cl.[C:20](Cl)(=[O:27])[C:21]1[CH:26]=[CH:25][N:24]=[CH:23][CH:22]=1.C(N(CC)C(C)C)(C)C. (5) Given the product [F:29][C:14]1[CH:15]=[C:16]([C:19]2[CH:24]=[CH:23][CH:22]=[CH:21][C:20]=2[S:25]([CH3:28])(=[O:27])=[O:26])[CH:17]=[CH:18][C:13]=1[NH:12][C:11]([C:8]1([NH:7][C:6]([NH:41][C:44]2[CH:45]=[CH:60][C:61]([Cl:64])=[CH:62][CH:63]=2)=[O:5])[CH2:10][CH2:9]1)=[O:30], predict the reactants needed to synthesize it. The reactants are: C([O:5][C:6](=O)[NH:7][C:8]1([C:11](=[O:30])[NH:12][C:13]2[CH:18]=[CH:17][C:16]([C:19]3[CH:24]=[CH:23][CH:22]=[CH:21][C:20]=3[S:25]([CH3:28])(=[O:27])=[O:26])=[CH:15][C:14]=2[F:29])[CH2:10][CH2:9]1)(C)(C)C.C(O)(C(F)(F)F)=O.C([N:41]([CH2:44][CH3:45])CC)C.[N+](C1C=CC(OC(=O)NC2[CH:63]=[CH:62][C:61]([Cl:64])=[CH:60]N=2)=CC=1)([O-])=O. (6) Given the product [Cl:31][CH2:30][C@H:18]1[C:17]2[C:16]3[CH:32]=[CH:33][CH:34]=[CH:35][C:15]=3[C:14]([NH:13][C:5]([O:4][CH2:2][CH:44]([S:43][S:42][C:37]3[CH:38]=[CH:39][CH:40]=[CH:41][N:36]=3)[CH3:45])=[O:11])=[CH:22][C:21]=2[N:20]([C:23]([O:25][C:26]([CH3:28])([CH3:29])[CH3:27])=[O:24])[CH2:19]1, predict the reactants needed to synthesize it. The reactants are: Cl[C:2](Cl)([O:4][C:5](=[O:11])OC(Cl)(Cl)Cl)Cl.[NH2:13][C:14]1[C:15]2[CH:35]=[CH:34][CH:33]=[CH:32][C:16]=2[C:17]2[C@H:18]([CH2:30][Cl:31])[CH2:19][N:20]([C:23]([O:25][C:26]([CH3:29])([CH3:28])[CH3:27])=[O:24])[C:21]=2[CH:22]=1.[N:36]1[CH:41]=[CH:40][CH:39]=[CH:38][C:37]=1[S:42][S:43][CH:44](C)[CH2:45]O.[OH-].[Na+].CC([Si](Cl)(C)C)(C)C.N1C=CN=C1. (7) Given the product [C:34]([O:33][C:31]([NH:30][C@@H:18]([CH2:19][CH2:20][CH2:21][NH:22][C:23]([O:24][C:25]([CH3:28])([CH3:27])[CH3:26])=[O:29])[CH2:17][NH:16][C:13](=[O:15])[CH2:12][NH:11][C:9](=[O:10])[O:8][CH2:1][C:2]1[CH:3]=[CH:4][CH:5]=[CH:6][CH:7]=1)=[O:32])([CH3:36])([CH3:37])[CH3:35], predict the reactants needed to synthesize it. The reactants are: [CH2:1]([O:8][C:9]([NH:11][CH2:12][C:13]([OH:15])=O)=[O:10])[C:2]1[CH:7]=[CH:6][CH:5]=[CH:4][CH:3]=1.[NH2:16][CH2:17][C@@H:18]([NH:30][C:31]([O:33][C:34]([CH3:37])([CH3:36])[CH3:35])=[O:32])[CH2:19][CH2:20][CH2:21][NH:22][C:23](=[O:29])[O:24][C:25]([CH3:28])([CH3:27])[CH3:26].C(Cl)CCl.C1C=CC2N(O)N=NC=2C=1. (8) The reactants are: [CH2:1]([O:3][C:4]([C:6]1[NH:7][C:8]2[C:13]([CH:14]=1)=[CH:12][C:11]([CH3:15])=[CH:10][C:9]=2[Cl:16])=[O:5])[CH3:2].[C:17]([O:21][C:22]([N:24]1[CH2:28][C@H:27]([CH3:29])OS1(=O)=O)=[O:23])([CH3:20])([CH3:19])[CH3:18]. Given the product [CH2:1]([O:3][C:4]([C:6]1[N:7]([C@H:27]([CH3:29])[CH2:28][NH:24][C:22]([O:21][C:17]([CH3:20])([CH3:19])[CH3:18])=[O:23])[C:8]2[C:13]([CH:14]=1)=[CH:12][C:11]([CH3:15])=[CH:10][C:9]=2[Cl:16])=[O:5])[CH3:2], predict the reactants needed to synthesize it.